Predict the reactants needed to synthesize the given product. From a dataset of Full USPTO retrosynthesis dataset with 1.9M reactions from patents (1976-2016). (1) Given the product [CH3:20][O:21][C:22]1[CH:42]=[CH:41][C:25]([CH2:26][S:27][CH2:28][CH2:29][CH2:30][CH2:31][CH2:32][CH2:33][CH2:34][CH2:35][CH2:36][CH2:37][CH2:38][CH2:39][S:3][CH2:4][CH2:5][CH2:6][CH2:7][CH2:8][CH2:9][CH2:10][CH2:11][CH2:12][CH2:13][CH2:14][C:15]([OH:17])=[O:16])=[CH:24][CH:23]=1, predict the reactants needed to synthesize it. The reactants are: CO.[SH:3][CH2:4][CH2:5][CH2:6][CH2:7][CH2:8][CH2:9][CH2:10][CH2:11][CH2:12][CH2:13][CH2:14][C:15]([OH:17])=[O:16].C[O-].[CH3:20][O:21][C:22]1[CH:42]=[CH:41][C:25]([CH2:26][S:27][CH2:28][CH2:29][CH2:30][CH2:31][CH2:32][CH2:33][CH2:34][CH2:35][CH2:36][CH2:37][CH2:38][CH2:39]Br)=[CH:24][CH:23]=1. (2) Given the product [CH2:16]([CH:23]1[CH2:28][CH2:27][N:26]([C:13]([C:2]2[NH:1][C:12]3[C:4]([CH:3]=2)=[CH:5][CH:6]=[C:7]2[C:11]=3[CH:10]=[CH:9][NH:8]2)=[O:15])[CH2:25][CH2:24]1)[C:17]1[CH:22]=[CH:21][CH:20]=[CH:19][CH:18]=1, predict the reactants needed to synthesize it. The reactants are: [NH:1]1[C:12]2[C:4](=[CH:5][CH:6]=[C:7]3[C:11]=2[CH:10]=[CH:9][NH:8]3)[CH:3]=[C:2]1[C:13]([OH:15])=O.[CH2:16]([CH:23]1[CH2:28][CH2:27][NH:26][CH2:25][CH2:24]1)[C:17]1[CH:22]=[CH:21][CH:20]=[CH:19][CH:18]=1. (3) Given the product [CH3:1][O:2][C:3]([C:5]1[CH:10]=[N:9][C:8]([CH2:11][N:13]2[CH2:18][CH2:17][O:16][CH2:15][CH2:14]2)=[CH:7][N:6]=1)=[O:4], predict the reactants needed to synthesize it. The reactants are: [CH3:1][O:2][C:3]([C:5]1[CH:10]=[N:9][C:8]([CH:11]=O)=[CH:7][N:6]=1)=[O:4].[NH:13]1[CH2:18][CH2:17][O:16][CH2:15][CH2:14]1. (4) Given the product [NH2:1][C:2]1[C:11]2[C:6](=[CH:7][C:8]([F:12])=[CH:9][CH:10]=2)[C:5]([Br:20])=[CH:4][N:3]=1, predict the reactants needed to synthesize it. The reactants are: [NH2:1][C:2]1[C:11]2[C:6](=[CH:7][C:8]([F:12])=[CH:9][CH:10]=2)[CH:5]=[CH:4][N:3]=1.C1C(=O)N([Br:20])C(=O)C1.O. (5) Given the product [CH3:17][C:18]1[C:22](=[CH:1][C:3]2[O:7][C:6]([C:8]3[CH:9]=[C:10]([CH:14]=[CH:15][CH:16]=3)[C:11]([OH:13])=[O:12])=[CH:5][CH:4]=2)[C:21](=[O:23])[NH:20][N:19]=1, predict the reactants needed to synthesize it. The reactants are: [CH:1]([C:3]1[O:7][C:6]([C:8]2[CH:9]=[C:10]([CH:14]=[CH:15][CH:16]=2)[C:11]([OH:13])=[O:12])=[CH:5][CH:4]=1)=O.[CH3:17][C:18]1[CH2:22][C:21](=[O:23])[NH:20][N:19]=1.N1CCCCC1. (6) Given the product [C:48]([O:52][C@H:53]1[CH2:57][N:56]([C:58](=[O:73])[C@@H:59]([N:63]2[CH2:71][C:70]3[C:65](=[CH:66][CH:67]=[CH:68][CH:69]=3)[C:64]2=[O:72])[CH:60]([CH3:62])[CH3:61])[C@H:55]([C:74]([NH:76][CH2:77][C:78]2[CH:83]=[CH:82][C:81]([C:84]3[S:88][CH:87]=[N:86][C:85]=3[CH3:89])=[CH:80][C:79]=2[O:11][CH2:12][CH2:13][O:14][CH2:15][CH2:16][O:17][CH2:18][CH2:19][O:20][C:21]2[CH:26]=[CH:25][C:24]([N:27]3[C:31]([CH3:32])([CH3:33])[C:30](=[O:34])[N:29]([C:35]4[CH:40]=[CH:39][C:38]([C:41]#[N:42])=[C:37]([C:43]([F:46])([F:45])[F:44])[CH:36]=4)[C:28]3=[S:47])=[CH:23][CH:22]=2)=[O:75])[CH2:54]1)([CH3:49])([CH3:50])[CH3:51], predict the reactants needed to synthesize it. The reactants are: CC1C=CC(S([O:11][CH2:12][CH2:13][O:14][CH2:15][CH2:16][O:17][CH2:18][CH2:19][O:20][C:21]2[CH:26]=[CH:25][C:24]([N:27]3[C:31]([CH3:33])([CH3:32])[C:30](=[O:34])[N:29]([C:35]4[CH:40]=[CH:39][C:38]([C:41]#[N:42])=[C:37]([C:43]([F:46])([F:45])[F:44])[CH:36]=4)[C:28]3=[S:47])=[CH:23][CH:22]=2)(=O)=O)=CC=1.[C:48]([O:52][C@H:53]1[CH2:57][N:56]([C:58](=[O:73])[C@@H:59]([N:63]2[CH2:71][C:70]3[C:65](=[CH:66][CH:67]=[CH:68][CH:69]=3)[C:64]2=[O:72])[CH:60]([CH3:62])[CH3:61])[C@H:55]([C:74]([NH:76][CH2:77][C:78]2[CH:83]=[CH:82][C:81]([C:84]3[S:88][CH:87]=[N:86][C:85]=3[CH3:89])=[CH:80][C:79]=2O)=[O:75])[CH2:54]1)([CH3:51])([CH3:50])[CH3:49].C(=O)([O-])[O-].[K+].[K+]. (7) Given the product [CH2:1]([C:3]1[O:7][C:6]([C:8]2[O:12][C:11]3[CH:13]=[CH:14][CH:15]=[C:16]([OH:17])[C:10]=3[CH:9]=2)=[N:5][CH:4]=1)[CH3:2], predict the reactants needed to synthesize it. The reactants are: [CH2:1]([C:3]1[O:7][C:6]([C:8]2[O:12][C:11]3[CH:13]=[CH:14][CH:15]=[C:16]([O:17]C)[C:10]=3[CH:9]=2)=[N:5][CH:4]=1)[CH3:2].B(Br)(Br)Br. (8) Given the product [CH3:1][C:2]1[CH:7]=[C:6]([CH3:8])[CH:5]=[CH:4][C:3]=1[S:9]([Cl:24])(=[O:12])=[O:10], predict the reactants needed to synthesize it. The reactants are: [CH3:1][C:2]1[CH:7]=[C:6]([CH3:8])[CH:5]=[CH:4][C:3]=1[S:9]([OH:12])(=O)=[O:10].CCN(C(C)C)C(C)C.N1C(Cl)=NC(Cl)=NC=1[Cl:24]. (9) Given the product [C:14]([O:18][C:19](=[O:22])[CH2:20][C:10]1([OH:12])[CH2:11][N:8]([C:1]([O:3][C:4]([CH3:7])([CH3:6])[CH3:5])=[O:2])[CH2:9]1)([CH3:17])([CH3:16])[CH3:15], predict the reactants needed to synthesize it. The reactants are: [C:1]([N:8]1[CH2:11][C:10](=[O:12])[CH2:9]1)([O:3][C:4]([CH3:7])([CH3:6])[CH3:5])=[O:2].[Cl-].[C:14]([O:18][C:19](=[O:22])[CH2:20][Zn+])([CH3:17])([CH3:16])[CH3:15].CCOCC. (10) Given the product [Cl:1][C:2]1[CH:3]=[C:4]([C:9]2([C:22]([F:23])([F:25])[F:24])[O:13][N:12]=[C:11]([C:14]3[CH:15]=[CH:16][C:17]([CH3:21])=[C:18]([NH:19][C:26](=[O:30])[CH2:27][CH2:28][CH3:29])[CH:20]=3)[CH2:10]2)[CH:5]=[C:6]([Cl:8])[CH:7]=1, predict the reactants needed to synthesize it. The reactants are: [Cl:1][C:2]1[CH:3]=[C:4]([C:9]2([C:22]([F:25])([F:24])[F:23])[O:13][N:12]=[C:11]([C:14]3[CH:15]=[CH:16][C:17]([CH3:21])=[C:18]([CH:20]=3)[NH2:19])[CH2:10]2)[CH:5]=[C:6]([Cl:8])[CH:7]=1.[C:26](O)(=[O:30])[CH2:27][CH2:28][CH3:29].Cl.C(N(CC)CCCN=C=NCC)C.C(=O)([O-])O.[Na+].